Task: Predict the product of the given reaction.. Dataset: Forward reaction prediction with 1.9M reactions from USPTO patents (1976-2016) (1) Given the reactants [N+:1]([C:4]1[CH:5]=[C:6]([NH2:11])[C:7]([NH2:10])=[CH:8][CH:9]=1)([O-:3])=[O:2].[C:12]1(=O)[O:17][C:15](=[O:16])[CH2:14][CH2:13]1, predict the reaction product. The product is: [N+:1]([C:4]1[CH:9]=[CH:8][C:7]2[N:10]=[C:12]([CH2:13][CH2:14][C:15]([OH:17])=[O:16])[NH:11][C:6]=2[CH:5]=1)([O-:3])=[O:2]. (2) Given the reactants [Cl:1][C:2]1[CH:26]=[C:25]([NH:27][C:28]([NH:30][C:31]2[CH:36]=[N:35][C:34]([C:37]#[N:38])=[CH:33][N:32]=2)=[O:29])[CH:24]=[CH:23][C:3]=1[CH2:4][CH2:5][N:6]([CH2:14][C:15]1[CH:20]=[CH:19][CH:18]=[CH:17][C:16]=1OC)C(=O)OC(C)(C)C.Cl, predict the reaction product. The product is: [ClH:1].[Cl:1][C:2]1[CH:26]=[C:25]([NH:27][C:28]([NH:30][C:31]2[CH:36]=[N:35][C:34]([C:37]#[N:38])=[CH:33][N:32]=2)=[O:29])[CH:24]=[CH:23][C:3]=1[CH2:4][CH2:5][NH:6][CH2:14][CH:15]1[CH2:16][CH2:17][CH2:18][CH2:19][CH2:20]1. (3) Given the reactants [C:1](OC(=O)C)(=[O:3])[CH3:2].N1C=CC=CC=1.[OH:14][C@H:15]([C@H:23]1[O:28][C@@H:27]([CH3:29])[CH2:26][N:25]([C:30]2[CH:34]=[CH:33][N:32]([C:35]3[CH:40]=[C:39]([C:41]([F:44])([F:43])[F:42])[N:38]=[N:37][CH:36]=3)[N:31]=2)[C:24]1=[O:45])[C:16]([O:18][C:19]([CH3:22])([CH3:21])[CH3:20])=[O:17], predict the reaction product. The product is: [C:1]([O:14][C@H:15]([C@H:23]1[O:28][C@@H:27]([CH3:29])[CH2:26][N:25]([C:30]2[CH:34]=[CH:33][N:32]([C:35]3[CH:40]=[C:39]([C:41]([F:44])([F:43])[F:42])[N:38]=[N:37][CH:36]=3)[N:31]=2)[C:24]1=[O:45])[C:16]([O:18][C:19]([CH3:20])([CH3:21])[CH3:22])=[O:17])(=[O:3])[CH3:2]. (4) Given the reactants [C:1]1(B(O)O)[CH:6]=[CH:5][CH:4]=[CH:3][CH:2]=1.P([O-])([O-])([O-])=O.[K+].[K+].[K+].[CH3:18][O:19][C:20](=[O:31])[C:21]1[CH:26]=[C:25]([N+:27]([O-:29])=[O:28])[CH:24]=[C:23](I)[CH:22]=1.[Cl-].[NH4+], predict the reaction product. The product is: [CH3:18][O:19][C:20]([C:21]1[CH:22]=[C:23]([C:1]2[CH:6]=[CH:5][CH:4]=[CH:3][CH:2]=2)[CH:24]=[C:25]([N+:27]([O-:29])=[O:28])[CH:26]=1)=[O:31]. (5) The product is: [CH3:27][C:21]1[C:22]([CH3:26])=[CH:23][CH:24]=[CH:25][C:20]=1[O:19][C:16]1[CH:17]=[CH:18][C:13]([NH:12][C:10](=[O:11])[C:9]([CH3:28])([CH3:29])[NH2:5])=[CH:14][CH:15]=1. Given the reactants CC([N:5]([C:9]([CH3:29])([CH3:28])[C:10]([NH:12][C:13]1[CH:18]=[CH:17][C:16]([O:19][C:20]2[CH:25]=[CH:24][CH:23]=[C:22]([CH3:26])[C:21]=2[CH3:27])=[CH:15][CH:14]=1)=[O:11])C(=O)[O-])(C)C.C(O)(C(F)(F)F)=O, predict the reaction product.